Dataset: Catalyst prediction with 721,799 reactions and 888 catalyst types from USPTO. Task: Predict which catalyst facilitates the given reaction. (1) Reactant: [Cl:1][C:2]1[CH:7]=[CH:6][C:5]([C:8]([N:17]2[C:25]3[C:20](=[C:21]([NH:26][S:27]([CH3:30])(=[O:29])=[O:28])[CH:22]=[CH:23][CH:24]=3)[CH:19]=[CH:18]2)([CH2:15][CH3:16])[CH2:9][CH2:10][C:11](OC)=[O:12])=[CH:4][CH:3]=1.[H-].[Al+3].[Li+].[H-].[H-].[H-].O. Product: [Cl:1][C:2]1[CH:7]=[CH:6][C:5]([C:8]([N:17]2[C:25]3[C:20](=[C:21]([NH:26][S:27]([CH3:30])(=[O:28])=[O:29])[CH:22]=[CH:23][CH:24]=3)[CH:19]=[CH:18]2)([CH2:9][CH2:10][CH2:11][OH:12])[CH2:15][CH3:16])=[CH:4][CH:3]=1. The catalyst class is: 7. (2) Reactant: [CH3:1][CH2:2][C@@H:3]([C@H:5]([N:35]([C:37]([C@@H:39]([NH:43][C:44]([C@@H:46]([N:50]([C:52]([O:54][CH2:55][C:56]1[CH:57]=[CH:58][C:59]([NH:62][C:63]([C@@H:65]([NH:73][C:74]([C@@H:76]([NH:80][C:81]([CH2:83][CH2:84][CH2:85][CH2:86][CH2:87][N:88]2[C:93](=[O:94])[CH:92][CH2:91][C:89]2=[O:90])=[O:82])[CH:77]([CH3:79])[CH3:78])=[O:75])[CH2:66][CH2:67][CH2:68][NH:69][C:70]([NH2:72])=[O:71])=[O:64])=[CH:60][CH:61]=1)=[O:53])[CH3:51])[CH:47]([CH3:49])[CH3:48])=[O:45])[CH:40]([CH3:42])[CH3:41])=[O:38])[CH3:36])[C@H:6]([O:33][CH3:34])[CH2:7][C:8]([N:10]1[C@H:14]([C@H:15]([O:31][CH3:32])[C@H:16]([C:18]([NH:20][C@@H:21]([C@@H:23]([OH:30])[C:24]2[CH:25]=[CH:26][CH:27]=[CH:28][CH:29]=2)[CH3:22])=[O:19])[CH3:17])[CH2:13][CH2:12][CH2:11]1)=[O:9])[CH3:4].[NH2:95][C@H:96]([C:100]([NH:102][C@H:103]([C:111]([OH:113])=[O:112])[CH2:104][CH2:105][CH2:106][NH:107][C:108]([NH2:110])=[O:109])=[O:101])[CH:97]([CH3:99])[CH3:98].CC[C@@H]([C@H](N(C([C@@H](NC([C@@H](N(C(OCC1C=CC(NC([C@@H](NC([C@@H](NC(CCCCCN2C(=O)[CH]CC2=O)=O)C(C)C)=O)CCCNC(N)=O)=O)=CC=1)=O)C)C(C)C)=O)C(C)C)=O)C)[C@H](OC)CC(N1[C@H]([C@H](OC)[C@H](C(N[C@@H]([C@@H](O)C2C=CC=CC=2)C)=O)C)CCC1)=O)C.C(S)[C@@H](O)[C@H](O)CS.[NH2:216][C@H:217]([C:220](O)=[O:221])[CH2:218][SH:219]. Product: [NH2:216][C@H:217]([C:220]([NH:95][C@H:96]([C:100]([NH:102][C@H:103]([C:111]([OH:113])=[O:112])[CH2:104][CH2:105][CH2:106][NH:107][C:108]([NH2:110])=[O:109])=[O:101])[CH:97]([CH3:98])[CH3:99])=[O:221])[CH2:218][SH:219].[CH3:1][CH2:2][C@@H:3]([C@H:5]([N:35]([C:37]([C@@H:39]([NH:43][C:44]([C@@H:46]([N:50]([C:52]([O:54][CH2:55][C:56]1[CH:57]=[CH:58][C:59]([NH:62][C:63]([C@@H:65]([NH:73][C:74]([C@@H:76]([NH:80][C:81]([CH2:83][CH2:84][CH2:85][CH2:86][CH2:87][N:88]2[C:93](=[O:94])[CH:92][CH2:91][C:89]2=[O:90])=[O:82])[CH:77]([CH3:78])[CH3:79])=[O:75])[CH2:66][CH2:67][CH2:68][NH:69][C:70]([NH2:72])=[O:71])=[O:64])=[CH:60][CH:61]=1)=[O:53])[CH3:51])[CH:47]([CH3:49])[CH3:48])=[O:45])[CH:40]([CH3:42])[CH3:41])=[O:38])[CH3:36])[C@H:6]([O:33][CH3:34])[CH2:7][C:8]([N:10]1[C@H:14]([C@H:15]([O:31][CH3:32])[C@H:16]([C:18]([NH:20][C@@H:21]([C@@H:23]([OH:30])[C:24]2[CH:25]=[CH:26][CH:27]=[CH:28][CH:29]=2)[CH3:22])=[O:19])[CH3:17])[CH2:13][CH2:12][CH2:11]1)=[O:9])[CH3:4]. The catalyst class is: 16.